Dataset: Forward reaction prediction with 1.9M reactions from USPTO patents (1976-2016). Task: Predict the product of the given reaction. (1) Given the reactants [P:1]([O-:21])([O-:20])([O:3][CH:4]([CH2:8][CH2:9][CH2:10][CH2:11][CH2:12][CH2:13][CH2:14][CH2:15][CH2:16][CH2:17][CH2:18][CH3:19])[CH2:5][CH2:6][CH3:7])=[O:2].[OH-].[Na+:23], predict the reaction product. The product is: [P:1]([OH:21])([OH:20])([OH:3])=[O:2].[CH3:7][CH2:6][CH2:5][CH:4]([Na:23])[CH2:8][CH2:9][CH2:10][CH2:11][CH2:12][CH2:13][CH2:14][CH2:15][CH2:16][CH2:17][CH2:18][CH3:19]. (2) Given the reactants [CH3:1][C:2]([C:5]([C:7]1[CH:8]=[C:9]([CH:14]=[CH:15][C:16]=1OS(C(F)(F)F)(=O)=O)[C:10]([O:12][CH3:13])=[O:11])=[CH2:6])([CH3:4])[CH3:3].CN(C=O)C.[F:30][C:31]1[CH:36]=[CH:35][C:34]([O:37][CH3:38])=[CH:33][C:32]=1B(O)O.C(=O)([O-])[O-].[K+].[K+], predict the reaction product. The product is: [CH3:4][C:2]([C:5]([C:7]1[CH:8]=[C:9]([C:10]([O:12][CH3:13])=[O:11])[CH:14]=[CH:15][C:16]=1[C:32]1[CH:33]=[C:34]([O:37][CH3:38])[CH:35]=[CH:36][C:31]=1[F:30])=[CH2:6])([CH3:1])[CH3:3].